This data is from Catalyst prediction with 721,799 reactions and 888 catalyst types from USPTO. The task is: Predict which catalyst facilitates the given reaction. (1) Reactant: [NH2:1][C:2]1[N:6]([CH3:7])[N:5]=[CH:4][C:3]=1[C:8]([OH:10])=O.CCN=C=NCCCN(C)C.Cl.C1C=CC2N(O)N=NC=2C=1.[NH2:33][C:34]1[CH:35]=[C:36]([NH:41][C:42](=[O:53])[C:43]2[CH:48]=[CH:47][CH:46]=[C:45]([C:49]([F:52])([F:51])[F:50])[CH:44]=2)[CH:37]=[CH:38][C:39]=1[CH3:40]. Product: [CH3:40][C:39]1[CH:38]=[CH:37][C:36]([NH:41][C:42](=[O:53])[C:43]2[CH:48]=[CH:47][CH:46]=[C:45]([C:49]([F:50])([F:51])[F:52])[CH:44]=2)=[CH:35][C:34]=1[NH:33][C:8]([C:3]1[CH:4]=[N:5][N:6]([CH3:7])[C:2]=1[NH2:1])=[O:10]. The catalyst class is: 3. (2) Reactant: [O:1]=[C:2]1[N:6]([C:7]([O:9][C:10]([CH3:13])([CH3:12])[CH3:11])=[O:8])[C@H:5]([C:14]([O:16][CH3:17])=[O:15])[CH2:4][CH2:3]1.[CH2:18]([Mg]Br)[CH2:19][CH:20]=[CH2:21].S([O-])(O)(=O)=O.[K+].CC(=O)OCC. Product: [C:10]([O:9][C:7]([NH:6][C@@H:5]([CH2:4][CH2:3][C:2](=[O:1])[CH2:21][CH2:20][CH:19]=[CH2:18])[C:14]([O:16][CH3:17])=[O:15])=[O:8])([CH3:13])([CH3:12])[CH3:11]. The catalyst class is: 220. (3) Reactant: [Cl:1][C:2]1[CH:15]=[CH:14][C:5]([CH2:6][N:7]2[CH2:12][CH2:11][CH:10]([NH2:13])[CH2:9][CH2:8]2)=[CH:4][CH:3]=1.[Cl:16][C:17]1[N:18]=[N:19][C:20](Cl)=[CH:21][CH:22]=1.C(=O)([O-])[O-].[Na+].[Na+]. Product: [Cl:1][C:2]1[CH:3]=[CH:4][C:5]([CH2:6][N:7]2[CH2:8][CH2:9][CH:10]([NH:13][C:20]3[N:19]=[N:18][C:17]([Cl:16])=[CH:22][CH:21]=3)[CH2:11][CH2:12]2)=[CH:14][CH:15]=1. The catalyst class is: 287. (4) Reactant: [CH2:1]([S:4]([N:7]1[CH2:12][CH2:11][N:10](C(OC(C)(C)C)=O)[CH2:9][CH2:8]1)(=[O:6])=[O:5])[CH2:2][CH3:3].FC(F)(F)C(O)=O. The catalyst class is: 2. Product: [CH2:1]([S:4]([N:7]1[CH2:12][CH2:11][NH:10][CH2:9][CH2:8]1)(=[O:5])=[O:6])[CH2:2][CH3:3]. (5) Reactant: [C:1]1([C:22]2[CH:27]=[CH:26][CH:25]=[CH:24][CH:23]=2)[CH:6]=[CH:5][CH:4]=[CH:3][C:2]=1[NH:7][C:8]([O:10][CH:11]1[CH2:16][CH2:15][N:14]([CH2:17][CH2:18][C:19]([OH:21])=O)[CH2:13][CH2:12]1)=[O:9].CCN(C(C)C)C(C)C.[NH2:37][CH2:38][C:39]1[CH:40]=[C:41]([CH:44]=[CH:45][CH:46]=1)[CH2:42][OH:43].CCN=C=NCCCN(C)C. Product: [OH:43][CH2:42][C:41]1[CH:40]=[C:39]([CH:46]=[CH:45][CH:44]=1)[CH2:38][NH:37][C:19]([CH2:18][CH2:17][N:14]1[CH2:13][CH2:12][CH:11]([O:10][C:8](=[O:9])[NH:7][C:2]2[CH:3]=[CH:4][CH:5]=[CH:6][C:1]=2[C:22]2[CH:27]=[CH:26][CH:25]=[CH:24][CH:23]=2)[CH2:16][CH2:15]1)=[O:21]. The catalyst class is: 64. (6) Reactant: [F:1][C:2]1[CH:3]=[C:4]([OH:9])[CH:5]=[C:6]([F:8])[CH:7]=1.I[CH2:11][CH3:12].C(=O)([O-])[O-].[K+].[K+]. Product: [CH2:11]([O:9][C:4]1[CH:3]=[C:2]([F:1])[CH:7]=[C:6]([F:8])[CH:5]=1)[CH3:12]. The catalyst class is: 21.